From a dataset of Reaction yield outcomes from USPTO patents with 853,638 reactions. Predict the reaction yield, written as a fraction of the theoretical maximum amount of product (1.0 means a 100% yield; for example, 0.34 means a 34% yield). The reactants are [Cl:1][C:2]1[CH:7]=[CH:6][C:5]([C:8]2[C:12]([CH2:13][O:14][C:15]3[CH:23]=[CH:22][C:18]([C:19]([OH:21])=O)=[CH:17][N:16]=3)=[CH:11][O:10][N:9]=2)=[CH:4][CH:3]=1.[CH3:24][CH:25]([NH2:30])[C:26]([F:29])([F:28])[F:27]. No catalyst specified. The product is [Cl:1][C:2]1[CH:3]=[CH:4][C:5]([C:8]2[C:12]([CH2:13][O:14][C:15]3[CH:23]=[CH:22][C:18]([C:19]([NH:30][C@@H:25]([CH3:24])[C:26]([F:29])([F:28])[F:27])=[O:21])=[CH:17][N:16]=3)=[CH:11][O:10][N:9]=2)=[CH:6][CH:7]=1. The yield is 0.980.